From a dataset of Forward reaction prediction with 1.9M reactions from USPTO patents (1976-2016). Predict the product of the given reaction. (1) Given the reactants [OH:1][CH2:2][CH:3]([NH:10][CH2:11][C:12]([O:14][C:15]([CH3:18])([CH3:17])[CH3:16])=[O:13])[C:4]1[CH:9]=[CH:8][CH:7]=[CH:6][CH:5]=1.[C:19]1([CH:25]([C:28]2[CH:33]=[CH:32][CH:31]=[CH:30][CH:29]=2)[CH:26]=O)[CH:24]=[CH:23][CH:22]=[CH:21][CH:20]=1.S([O-])([O-])(=O)=O.[Mg+2], predict the reaction product. The product is: [CH:25]([CH:26]1[N:10]([CH2:11][C:12]([O:14][C:15]([CH3:18])([CH3:17])[CH3:16])=[O:13])[CH:3]([C:4]2[CH:9]=[CH:8][CH:7]=[CH:6][CH:5]=2)[CH2:2][O:1]1)([C:19]1[CH:24]=[CH:23][CH:22]=[CH:21][CH:20]=1)[C:28]1[CH:33]=[CH:32][CH:31]=[CH:30][CH:29]=1. (2) The product is: [NH:10]1[CH2:15][CH2:14][CH:13]([NH:16][C:17]([C:19]2[NH:20][C:21]3[C:26]([CH:27]=2)=[C:25]([O:28][C:29]2[CH:30]=[CH:31][C:32]([CH3:35])=[CH:33][CH:34]=2)[CH:24]=[CH:23][CH:22]=3)=[O:18])[CH2:12][CH2:11]1. Given the reactants N1(CC[N:10]2[CH2:15][CH2:14][CH:13]([NH:16][C:17]([C:19]3[NH:20][C:21]4[C:26]([CH:27]=3)=[C:25]([O:28][C:29]3[CH:34]=[CH:33][C:32]([CH3:35])=[CH:31][CH:30]=3)[CH:24]=[CH:23][CH:22]=4)=[O:18])[CH2:12][CH2:11]2)CCCCCC1.NC1CCN(CC2C=CC=CC=2)CC1.CN(C(ON1N=NC2C=CC=CC1=2)=[N+](C)C)C.[B-](F)(F)(F)F.C(N(C(C)C)C(C)C)C, predict the reaction product. (3) Given the reactants C([O:4][C:5]1[C:27]([O:28][CH3:29])=[CH:26][C:8]2[S:9][C:10]([C:12](=[O:25])[C:13]3[CH:18]=[CH:17][C:16]([O:19][CH3:20])=[C:15]([O:21]C(C)C)[CH:14]=3)=[CH:11][C:7]=2[CH:6]=1)(C)C.[Al+3].[Cl-].[Cl-].[Cl-], predict the reaction product. The product is: [OH:4][C:5]1[C:27]([O:28][CH3:29])=[CH:26][C:8]2[S:9][C:10]([C:12](=[O:25])[C:13]3[CH:18]=[CH:17][C:16]([O:19][CH3:20])=[C:15]([OH:21])[CH:14]=3)=[CH:11][C:7]=2[CH:6]=1. (4) Given the reactants [NH3:1].[CH3:2][N:3]1[C:8]2[CH:9]=[CH:10][C:11]([N:13]3[CH2:17][C@H:16]([C:18](OC)=[O:19])[O:15][C:14]3=[O:22])=[CH:12][C:7]=2[CH2:6][O:5][C:4]1=[O:23], predict the reaction product. The product is: [CH3:2][N:3]1[C:8]2[CH:9]=[CH:10][C:11]([N:13]3[CH2:17][C@H:16]([C:18]([NH2:1])=[O:19])[O:15][C:14]3=[O:22])=[CH:12][C:7]=2[CH2:6][O:5][C:4]1=[O:23]. (5) Given the reactants C([Li])CCC.Br[C:7]1[C:11]2[CH:12]=[C:13]([O:16][CH3:17])[CH:14]=[CH:15][C:10]=2[O:9][CH:8]=1.[C:18](=[O:20])=[O:19], predict the reaction product. The product is: [C:18]([C:7]1[C:11]2[CH:12]=[C:13]([O:16][CH3:17])[CH:14]=[CH:15][C:10]=2[O:9][CH:8]=1)([OH:20])=[O:19]. (6) Given the reactants C([O:3][C:4](=[O:34])[CH2:5][CH2:6][C:7]1[C:15]2[C:10](=[CH:11][CH:12]=[C:13]([O:16][CH3:17])[CH:14]=2)[N:9]([S:18]([C:21]2[S:22][C:23]([C:26]3[CH:31]=[CH:30][C:29]([O:32][CH3:33])=[CH:28][CH:27]=3)=[CH:24][CH:25]=2)(=[O:20])=[O:19])[CH:8]=1)C.[OH-].[K+].Cl, predict the reaction product. The product is: [CH3:17][O:16][C:13]1[CH:14]=[C:15]2[C:10](=[CH:11][CH:12]=1)[N:9]([S:18]([C:21]1[S:22][C:23]([C:26]3[CH:31]=[CH:30][C:29]([O:32][CH3:33])=[CH:28][CH:27]=3)=[CH:24][CH:25]=1)(=[O:20])=[O:19])[CH:8]=[C:7]2[CH2:6][CH2:5][C:4]([OH:34])=[O:3]. (7) Given the reactants Cl[S:2]([C:5]1[CH:14]=[CH:13][C:12]2[NH:11][C:10](=[O:15])[C:9]3[NH:16][CH:17]=[C:18]([C:19]([OH:21])=[O:20])[C:8]=3[C:7]=2[CH:6]=1)(=[O:4])=[O:3].Cl.[CH3:23][NH:24][CH3:25], predict the reaction product. The product is: [CH3:23][N:24]([CH3:25])[S:2]([C:5]1[CH:14]=[CH:13][C:12]2[NH:11][C:10](=[O:15])[C:9]3[NH:16][CH:17]=[C:18]([C:19]([OH:21])=[O:20])[C:8]=3[C:7]=2[CH:6]=1)(=[O:4])=[O:3]. (8) Given the reactants [NH2:1][C:2]1[CH:7]=[CH:6][C:5]([NH:8][C:9]([C:11]2[C:12]([C:17]3[CH:22]=[CH:21][C:20]([CH2:23][CH3:24])=[CH:19][CH:18]=3)=[CH:13][CH:14]=[CH:15][CH:16]=2)=[O:10])=[CH:4][CH:3]=1.Cl.[N:26]1[CH:31]=[CH:30][CH:29]=[CH:28][C:27]=1[CH2:32][C:33](O)=[O:34].C1C=CC2N(O)N=NC=2C=1.CCN=C=NCCCN(C)C.Cl, predict the reaction product. The product is: [CH2:23]([C:20]1[CH:19]=[CH:18][C:17]([C:12]2[C:11]([C:9]([NH:8][C:5]3[CH:6]=[CH:7][C:2]([NH:1][C:33](=[O:34])[CH2:32][C:27]4[CH:28]=[CH:29][CH:30]=[CH:31][N:26]=4)=[CH:3][CH:4]=3)=[O:10])=[CH:16][CH:15]=[CH:14][CH:13]=2)=[CH:22][CH:21]=1)[CH3:24]. (9) Given the reactants [CH2:1]([O:8][N:9]1[C:15](=[O:16])[N:14]2[CH2:17][C@H:10]1[CH2:11][CH2:12][C@H:13]2[C:18]([NH:20][NH:21][CH:22]=[O:23])=O)[C:2]1[CH:7]=[CH:6][CH:5]=[CH:4][CH:3]=1.N1C=CC=CC=1.O(S(C(F)(F)F)(=O)=O)S(C(F)(F)F)(=O)=O, predict the reaction product. The product is: [CH2:1]([O:8][N:9]1[C:15](=[O:16])[N:14]2[CH2:17][C@H:10]1[CH2:11][CH2:12][C@H:13]2[C:18]1[O:23][CH:22]=[N:21][N:20]=1)[C:2]1[CH:3]=[CH:4][CH:5]=[CH:6][CH:7]=1. (10) The product is: [CH3:7][S:8]([O:16][CH2:15][C:14]([CH2:19][Br:20])([CH2:17][O:18][S:8]([CH3:7])(=[O:10])=[O:9])[CH2:13][Br:12])(=[O:10])=[O:9]. Given the reactants N1C=CC=CC=1.[CH3:7][S:8](Cl)(=[O:10])=[O:9].[Br:12][CH2:13][C:14]([CH2:19][Br:20])([CH2:17][OH:18])[CH2:15][OH:16], predict the reaction product.